This data is from Kinase inhibitor binding affinity data with 442 proteins and 68 drugs (Kd values). The task is: Regression. Given a target protein amino acid sequence and a drug SMILES string, predict the binding affinity score between them. We predict pKd (pKd = -log10(Kd in M); higher means stronger binding). Dataset: davis. (1) The compound is CS(=O)(=O)CCNCc1ccc(-c2ccc3ncnc(Nc4ccc(OCc5cccc(F)c5)c(Cl)c4)c3c2)o1. The target protein (CIT) has sequence MLKFKYGARNPLDAGAAEPIASRASRLNLFFQGKPPFMTQQQMSPLSREGILDALFVLFEECSQPALMKIKHVSNFVRKYSDTIAELQELQPSAKDFEVRSLVGCGHFAEVQVVREKATGDIYAMKVMKKKALLAQEQVSFFEEERNILSRSTSPWIPQLQYAFQDKNHLYLVMEYQPGGDLLSLLNRYEDQLDENLIQFYLAELILAVHSVHLMGYVHRDIKPENILVDRTGHIKLVDFGSAAKMNSNKMVNAKLPIGTPDYMAPEVLTVMNGDGKGTYGLDCDWWSVGVIAYEMIYGRSPFAEGTSARTFNNIMNFQRFLKFPDDPKVSSDFLDLIQSLLCGQKERLKFEGLCCHPFFSKIDWNNIRNSPPPFVPTLKSDDDTSNFDEPEKNSWVSSSPCQLSPSGFSGEELPFVGFSYSKALGILGRSESVVSGLDSPAKTSSMEKKLLIKSKELQDSQDKCHKMEQEMTRLHRRVSEVEAVLSQKEVELKASETQR.... The pKd is 5.0. (2) The small molecule is CS(=O)c1ccc(-c2nc(-c3ccc(F)cc3)c(-c3ccncc3)[nH]2)cc1. The target protein (PDGFRB) has sequence AASEPDTAGSVRGLPTAHCPVVQDNRTLGDSSAGEIALSTRNVSETRYVSELTLVRVKVAEAGHYTMRAFHEDAEVQLSFQLQINVPVRVLELSESHPDSGEQTVRCRGRGMPQPNIIWSACRDLKRCPRELPPTLLGNSSEEESQLETNVTYWEEEQEFEVVSTLRLQHVDRPLSVRCTLRNAVGQDTQEVIVVPHSLPFKVVVISAILALVVLTIISLIILIMLWQKKPRYEIRWKVIESVSSDGHEYIYVDPMQLPYDSTWELPRDQLVLGRTLGSGAFGQVVEATAHGLSHSQATMKVAVKMLKSTARSSEKQALMSELKIMSHLGPHLNVVNLLGACTKGGPIYIITEYCRYGDLVDYLHRNKHTFLQHHSDKRRPPSAELYSNALPVGLPLPSHVSLTGESDGGYMDMSKDESVDYVPMLDMKGDVKYADIESSNYMAPYDNYVPSAPERTCRATLINESPVLSYMDLVGFSYQVANGMEFLASKNCVHRDLAA.... The pKd is 5.0. (3) The drug is COc1c(Cl)cc2c([nH]c3cnccc32)c1NC(=O)c1cccnc1C. The target protein is PFCDPK1(Pfalciparum). The pKd is 5.0. (4) The small molecule is CC(C)(C)c1cc(NC(=O)Nc2ccc(-c3cn4c(n3)sc3cc(OCCN5CCOCC5)ccc34)cc2)no1. The target protein (MST1) has sequence METVQLRNPPRRQLKKLDEDSLTKQPEEVFDVLEKLGEGSYGSVYKAIHKETGQIVAIKQVPVESDLQEIIKEISIMQQCDSPHVVKYYGSYFKNTDLWIVMEYCGAGSVSDIIRLRNKTLTEDEIATILQSTLKGLEYLHFMRKIHRDIKAGNILLNTEGHAKLADFGVAGQLTDTMAKRNTVIGTPFWMAPEVIQEIGYNCVADIWSLGITAIEMAEGKPPYADIHPMRAIFMIPTNPPPTFRKPELWSDNFTDFVKQCLVKSPEQRATATQLLQHPFVRSAKGVSILRDLINEAMDVKLKRQESQQREVDQDDEENSEEDEMDSGTMVRAVGDEMGTVRVASTMTDGANTMIEHDDTLPSQLGTMVINAEDEEEEGTMKRRDETMQPAKPSFLEYFEQKEKENQINSFGKSVPGPLKNSSDWKIPQDGDYEFLKSWTVEDLQKRLLALDPMMEQEIEEIRQKYQSKRQPILDAIEAKKRRQQNF. The pKd is 5.0. (5) The compound is Nc1nc(N)c2nc(-c3cccc(O)c3)c(-c3cccc(O)c3)nc2n1. The target protein is PFCDPK1(Pfalciparum). The pKd is 5.0. (6) The small molecule is O=C(c1ccc(C=Cc2n[nH]c3ccccc23)cc1)N1CCNCC1. The target protein (WEE2) has sequence MDDKDIDKELRQKLNFSYCEETEIEGQKKVEESREASSQTPEKGEVQDSEAKGTPPWTPLSNVHELDTSSEKDKESPDQILRTPVSHPLKCPETPAQPDSRSKLLPSDSPSTPKTMLSRLVISPTGKLPSRGPKHLKLTPAPLKDEMTSLALVNINPFTPESYKKLFLQSGGKRKIRGDLEEAGPEEGKGGLPAKRCVLRETNMASRYEKEFLEVEKIGVGEFGTVYKCIKRLDGCVYAIKRSMKTFTELSNENSALHEVYAHAVLGHHPHVVRYYSSWAEDDHMIIQNEYCNGGSLQAAISENTKSGNHFEEPKLKDILLQISLGLNYIHNSSMVHLDIKPSNIFICHKMQSESSGVIEEVENEADWFLSANVMYKIGDLGHATSINKPKVEEGDSRFLANEILQEDYRHLPKADIFALGLTIAVAAGAESLPTNGAAWHHIRKGNFPDVPQELSESFSSLLKNMIQPDAEQRPSAAALARNTVLRPSLGKTEELQQQL.... The pKd is 5.3. (7) The small molecule is COc1cc2c(Oc3ccc4[nH]c(C)cc4c3F)ncnc2cc1OCCCN1CCCC1. The target protein (ADCK4) has sequence MWLKVGGLLRGTGGQLGQTVGWPCGALGPGPHRWGPCGGSWAQKFYQDGPGRGLGEEDIRRAREARPRKTPRPQLSDRSRERKVPASRISRLANFGGLAVGLGLGVLAEMAKKSMPGGRLQSEGGSGLDSSPFLSEANAERIVQTLCTVRGAALKVGQMLSIQDNSFISPQLQHIFERVRQSADFMPRWQMLRVLEEELGRDWQAKVASLEEVPFAAASIGQVHQGLLRDGTEVAVKIQYPGIAQSIQSDVQNLLAVLKMSAALPAGLFAEQSLQALQQELAWECDYRREAACAQNFRQLLANDPFFRVPAVVKELCTTRVLGMELAGGVPLDQCQGLSQDLRNQICFQLLTLCLRELFEFRFMQTDPNWANFLYDASSHQVTLLDFGASREFGTEFTDHYIEVVKAAADGDRDCVLQKSRDLKFLTGFETKAFSDAHVEAVMILGEPFATQGPYDFGSGETARRIQDLIPVLLRHRLCPPPEETYALHRKLAGAFLACA.... The pKd is 5.0. (8) The compound is Cc1cnc(Nc2ccc(OCCN3CCCC3)cc2)nc1Nc1cccc(S(=O)(=O)NC(C)(C)C)c1. The target protein (DRAK1) has sequence MIPLEKPGSGGSSPGATSGSGRAGRGLSGPCRPPPPPQARGLLTEIRAVVRTEPFQDGYSLCPGRELGRGKFAVVRKCIKKDSGKEFAAKFMRKRRKGQDCRMEIIHEIAVLELAQDNPWVINLHEVYETASEMILVLEYAAGGEIFDQCVADREEAFKEKDVQRLMRQILEGVHFLHTRDVVHLDLKPQNILLTSESPLGDIKIVDFGLSRILKNSEELREIMGTPEYVAPEILSYDPISMATDMWSIGVLTYVMLTGISPFLGNDKQETFLNISQMNLSYSEEEFDVLSESAVDFIRTLLVKKPEDRATAEECLKHPWLTQSSIQEPSFRMEKALEEANALQEGHSVPEINSDTDKSETKESIVTEELIVVTSYTLGQCRQSEKEKMEQKAISKRFKFEEPLLQEIPGEFIY. The pKd is 6.2. (9) The small molecule is CS(=O)c1ccc(-c2nc(-c3ccc(F)cc3)c(-c3ccncc3)[nH]2)cc1. The target protein (HIPK1) has sequence MASQLQVFSPPSVSSSAFCSAKKLKIEPSGWDVSGQSSNDKYYTHSKTLPATQGQANSSHQVANFNIPAYDQGLLLPAPAVEHIVVTAADSSGSAATSTFQSSQTLTHRSNVSLLEPYQKCGLKRKSEEVDSNGSVQIIEEHPPLMLQNRTVVGAAATTTTVTTKSSSSSGEGDYQLVQHEILCSMTNSYEVLEFLGRGTFGQVAKCWKRSTKEIVAIKILKNHPSYARQGQIEVSILSRLSSENADEYNFVRSYECFQHKNHTCLVFEMLEQNLYDFLKQNKFSPLPLKYIRPILQQVATALMKLKSLGLIHADLKPENIMLVDPVRQPYRVKVIDFGSASHVSKAVCSTYLQSRYYRAPEIILGLPFCEAIDMWSLGCVIAELFLGWPLYPGASEYDQIRYISQTQGLPAEYLLSAGTKTTRFFNRDPNLGYPLWRLKTPEEHELETGIKSKEARKYIFNCLDDMAQVNMSTDLEGTDMLAEKADRREYIDLLKKMLT.... The pKd is 5.0.